Dataset: Forward reaction prediction with 1.9M reactions from USPTO patents (1976-2016). Task: Predict the product of the given reaction. (1) Given the reactants [CH3:1][O:2][CH2:3][CH2:4][CH2:5][CH2:6][N:7]1[C:11]([C:12]2[CH:17]=[CH:16][CH:15]=[CH:14][CH:13]=2)=[CH:10][CH:9]=[C:8]1[C:18]([N:20]([CH2:42][CH:43]([CH3:45])[CH3:44])[C@H:21]1[CH2:26][C@@H:25]([C:27]([N:29]2[CH2:34][CH2:33][O:32][CH2:31][CH2:30]2)=[O:28])[CH2:24][N:23](C(OC(C)(C)C)=O)[CH2:22]1)=[O:19].C(OCC)(=O)C.[ClH:52], predict the reaction product. The product is: [ClH:52].[CH3:1][O:2][CH2:3][CH2:4][CH2:5][CH2:6][N:7]1[C:11]([C:12]2[CH:17]=[CH:16][CH:15]=[CH:14][CH:13]=2)=[CH:10][CH:9]=[C:8]1[C:18]([N:20]([CH2:42][CH:43]([CH3:45])[CH3:44])[C@H:21]1[CH2:26][C@@H:25]([C:27]([N:29]2[CH2:30][CH2:31][O:32][CH2:33][CH2:34]2)=[O:28])[CH2:24][NH:23][CH2:22]1)=[O:19]. (2) The product is: [CH2:1]([NH:5][C:6]1[N:7]=[CH:8][C:9]2[NH:14][CH:13]=[C:12]([CH:34]3[CH2:35][CH2:36][CH:37]([OH:40])[CH2:38][CH2:39]3)[C:10]=2[N:11]=1)[CH2:2][CH2:3][CH3:4].[CH2:1]([NH:5][C:6]1[N:7]=[CH:8][C:9]2[NH:14][CH:13]=[C:12]([CH:34]3[CH2:39][CH2:38][C:37](=[O:40])[CH2:36][CH2:35]3)[C:10]=2[N:11]=1)[CH2:2][CH2:3][CH3:4]. Given the reactants [CH2:1]([NH:5][C:6]1[N:7]=[CH:8][C:9]2[N:14](C(C3C=CC=CC=3)(C3C=CC=CC=3)C3C=CC=CC=3)[CH:13]=[C:12]([C:34]3[CH2:39][CH2:38][CH:37]([O:40][Si](C(C)(C)C)(C)C)[CH2:36][CH:35]=3)[C:10]=2[N:11]=1)[CH2:2][CH2:3][CH3:4].FC(F)(F)C(O)=O.C1C=C[NH+]=CC=1.[O-][Cr](Cl)(=O)=O, predict the reaction product. (3) Given the reactants [OH:1][C:2]1[CH:9]=[CH:8][C:5]([CH:6]=[CH2:7])=[CH:4][CH:3]=1.[C:10]([O:17][C:18]([O:20][C:21]([CH3:24])([CH3:23])[CH3:22])=[O:19])(OC(C)(C)C)=O.O.Cl, predict the reaction product. The product is: [OH:1][C:2]1[CH:9]=[CH:8][C:5]([CH:6]=[CH2:7])=[CH:4][CH:3]=1.[C:21]([O:20][C:18]([O:17][C:10]1[CH:7]=[CH:6][C:5]([CH:8]=[CH2:9])=[CH:4][CH:3]=1)=[O:19])([CH3:22])([CH3:23])[CH3:24].